The task is: Predict the product of the given reaction.. This data is from Forward reaction prediction with 1.9M reactions from USPTO patents (1976-2016). (1) Given the reactants [CH2:1]([O:3][C:4](=[O:22])/[CH:5]=[CH:6]/[C:7]1[CH:12]=[CH:11][CH:10]=[CH:9][C:8]=1[N:13]1[CH2:17][CH2:16][N:15](C([O-])=O)[C:14]1=[O:21])[CH3:2].[ClH:23].O1CCOCC1, predict the reaction product. The product is: [ClH:23].[O:21]=[C:14]1[NH:15][CH2:16][CH2:17][N:13]1[C:8]1[CH:9]=[CH:10][CH:11]=[CH:12][C:7]=1/[CH:6]=[CH:5]/[C:4]([O:3][CH2:1][CH3:2])=[O:22]. (2) Given the reactants [CH2:1]([O:3][C:4]([C:6]1[C:7]([NH:15][CH:16]2[CH2:20][CH2:19][CH2:18][CH2:17]2)=[N:8][C:9](S(C)=O)=[N:10][CH:11]=1)=[O:5])[CH3:2].[C:21]([O:25][C:26]([N:28]1[CH2:33][CH2:32][N:31]([C:34]2[CH:35]=[N:36][C:37]([NH2:40])=[CH:38][CH:39]=2)[CH2:30][CH2:29]1)=[O:27])([CH3:24])([CH3:23])[CH3:22].C1(=O)OC(=O)CC1, predict the reaction product. The product is: [CH2:1]([O:3][C:4]([C:6]1[C:7]([NH:15][CH:16]2[CH2:20][CH2:19][CH2:18][CH2:17]2)=[N:8][C:9]([NH:40][C:37]2[CH:38]=[CH:39][C:34]([N:31]3[CH2:32][CH2:33][N:28]([C:26]([O:25][C:21]([CH3:24])([CH3:23])[CH3:22])=[O:27])[CH2:29][CH2:30]3)=[CH:35][N:36]=2)=[N:10][CH:11]=1)=[O:5])[CH3:2]. (3) Given the reactants [N+:1]([C:4]1[CH:9]=[CH:8][C:7]([N:10]2[C:14]([C:15](OC)=[O:16])=[CH:13][C:12]([C:19]([F:22])([F:21])[F:20])=[N:11]2)=[CH:6][CH:5]=1)([O-:3])=[O:2].[BH4-].[Na+], predict the reaction product. The product is: [N+:1]([C:4]1[CH:9]=[CH:8][C:7]([N:10]2[C:14]([CH2:15][OH:16])=[CH:13][C:12]([C:19]([F:22])([F:21])[F:20])=[N:11]2)=[CH:6][CH:5]=1)([O-:3])=[O:2]. (4) Given the reactants [NH2:1][CH2:2][CH2:3][CH2:4][N:5]([CH3:15])[S:6]([C:9]1[CH:14]=[CH:13][CH:12]=[CH:11][CH:10]=1)(=[O:8])=[O:7].[S:16]1[CH2:21][CH2:20][C:19](=O)[CH2:18][CH2:17]1.C12(CS(O)(=O)=O)C(C)(C)C(CC1)CC2=O.Cl[C:39]([N:41]=[C:42]=[O:43])=[O:40], predict the reaction product. The product is: [O:40]=[C:39]1[N:1]([CH2:2][CH2:3][CH2:4][N:5]([CH3:15])[S:6]([C:9]2[CH:14]=[CH:13][CH:12]=[CH:11][CH:10]=2)(=[O:8])=[O:7])[C:19]2[CH2:18][CH2:17][S:16][CH2:21][C:20]=2[C:42](=[O:43])[NH:41]1. (5) Given the reactants P(Br)(Br)[Br:2].[Cl:5][C:6]1[CH:11]=[CH:10][C:9]([C:12]2([CH2:16][O:17][CH2:18][C:19]3[O:23][N:22]=[C:21]([C:24]4[CH:29]=[CH:28][C:27]([CH2:30]O)=[CH:26][CH:25]=4)[N:20]=3)[CH2:15][CH2:14][CH2:13]2)=[CH:8][CH:7]=1, predict the reaction product. The product is: [Br:2][CH2:30][C:27]1[CH:28]=[CH:29][C:24]([C:21]2[N:20]=[C:19]([CH2:18][O:17][CH2:16][C:12]3([C:9]4[CH:10]=[CH:11][C:6]([Cl:5])=[CH:7][CH:8]=4)[CH2:15][CH2:14][CH2:13]3)[O:23][N:22]=2)=[CH:25][CH:26]=1. (6) Given the reactants O[CH:2]([C:37]1[CH:42]=[CH:41][C:40]([C:43]([F:46])([F:45])[F:44])=[CH:39][CH:38]=1)[C:3]1[C:12]2[C:11](=[O:13])[N:10]([CH2:14][CH2:15][CH2:16][O:17][CH:18]3CCCC[O:19]3)[C:9](=[O:24])[N:8]([CH3:25])[C:7]=2[N:6]=[CH:5][C:4]=1[O:26][C:27]1[CH:32]=[CH:31][CH:30]=[C:29]([C:33]([F:36])([F:35])[F:34])[CH:28]=1, predict the reaction product. The product is: [CH:18]([O:17][CH2:16][CH2:15][CH2:14][N:10]1[C:11](=[O:13])[C:12]2[C:3]([CH2:2][C:37]3[CH:38]=[CH:39][C:40]([C:43]([F:44])([F:45])[F:46])=[CH:41][CH:42]=3)=[C:4]([O:26][C:27]3[CH:32]=[CH:31][CH:30]=[C:29]([C:33]([F:34])([F:36])[F:35])[CH:28]=3)[CH:5]=[N:6][C:7]=2[N:8]([CH3:25])[C:9]1=[O:24])=[O:19].